From a dataset of Full USPTO retrosynthesis dataset with 1.9M reactions from patents (1976-2016). Predict the reactants needed to synthesize the given product. (1) Given the product [F:1][C:2]1[CH:7]=[CH:6][C:5]([C:8](=[N:24][OH:25])[CH2:17][C:29]2[CH:30]=[CH:31][N:26]=[CH:27][CH:28]=2)=[CH:4][CH:3]=1, predict the reactants needed to synthesize it. The reactants are: [F:1][C:2]1[CH:7]=[CH:6][C:5]([CH:8]([C:17]2C=CN=CC=2)C(C2C=CC=CC=2)=O)=[CH:4][CH:3]=1.Cl.[NH2:24][OH:25].[N:26]1[CH:31]=[CH:30][CH:29]=[CH:28][CH:27]=1.O. (2) Given the product [Br:21][CH2:1][C:2]1[CH:3]=[C:4]([N:9]2[CH:13]=[CH:12][C:11]([C:14]3[CH:19]=[CH:18][CH:17]=[C:16]([Cl:20])[CH:15]=3)=[N:10]2)[CH:5]=[CH:6][C:7]=1[Cl:8], predict the reactants needed to synthesize it. The reactants are: [CH3:1][C:2]1[CH:3]=[C:4]([N:9]2[CH:13]=[CH:12][C:11]([C:14]3[CH:19]=[CH:18][CH:17]=[C:16]([Cl:20])[CH:15]=3)=[N:10]2)[CH:5]=[CH:6][C:7]=1[Cl:8].[Br:21]N1C(=O)CCC1=O.C(OOC(=O)C1C=CC=CC=1)(=O)C1C=CC=CC=1. (3) Given the product [F:23][C:6]1[CH:7]=[C:8]([CH2:10][CH2:11][O:12][Si:13]([CH:14]([CH3:16])[CH3:15])([CH:17]([CH3:19])[CH3:18])[CH:20]([CH3:21])[CH3:22])[CH:9]=[C:2]([F:1])[C:3]=1[CH:4]=[N:28][O:27][CH2:25][CH3:26], predict the reactants needed to synthesize it. The reactants are: [F:1][C:2]1[CH:9]=[C:8]([CH2:10][CH2:11][O:12][Si:13]([CH:20]([CH3:22])[CH3:21])([CH:17]([CH3:19])[CH3:18])[CH:14]([CH3:16])[CH3:15])[CH:7]=[C:6]([F:23])[C:3]=1[CH:4]=O.Cl.[CH2:25]([O:27][NH2:28])[CH3:26].C(N(CC)CC)C. (4) Given the product [CH3:20][S:21]([O:12][CH2:11][C:1]12[CH2:8][CH:7]3[CH2:6][CH:5]([CH2:4][CH:3]([CH2:9]3)[CH2:2]1)[CH2:10]2)(=[O:23])=[O:22], predict the reactants needed to synthesize it. The reactants are: [C:1]12([CH2:11][OH:12])[CH2:10][CH:5]3[CH2:6][CH:7]([CH2:9][CH:3]([CH2:4]3)[CH2:2]1)[CH2:8]2.C(N(CC)CC)C.[CH3:20][S:21](Cl)(=[O:23])=[O:22]. (5) Given the product [CH:16]1([N:14]2[CH2:13][CH2:12][C:11]3([CH2:20][CH2:21][NH:8][CH2:9][CH2:10]3)[CH2:15]2)[CH2:19][CH2:18][CH2:17]1, predict the reactants needed to synthesize it. The reactants are: C([N:8]1[CH2:21][CH2:20][C:11]2([CH2:15][N:14]([CH:16]3[CH2:19][CH2:18][CH2:17]3)[CH2:13][CH2:12]2)[CH2:10][CH2:9]1)C1C=CC=CC=1. (6) The reactants are: [F:1][C:2]([F:19])([C:7]1[CH:8]=[C:9]([C:13]([NH:15]C(=O)C)=[CH2:14])[CH:10]=[CH:11][CH:12]=1)[C:3]([F:6])([F:5])[F:4]. Given the product [F:1][C:2]([F:19])([C:7]1[CH:8]=[C:9]([CH:13]([NH2:15])[CH3:14])[CH:10]=[CH:11][CH:12]=1)[C:3]([F:4])([F:6])[F:5], predict the reactants needed to synthesize it.